Predict the product of the given reaction. From a dataset of Forward reaction prediction with 1.9M reactions from USPTO patents (1976-2016). (1) Given the reactants C1([C@H]([N:9]2[CH2:15][C@H:14]([C:16]3[CH:23]=[CH:22][C:19]([C:20]#[N:21])=[CH:18][CH:17]=3)[CH2:13][O:12][CH2:11][CH2:10]2)C)C=CC=CC=1.ClC(OC(Cl)C)=O.CO, predict the reaction product. The product is: [O:12]1[CH2:13][C@@H:14]([C:16]2[CH:23]=[CH:22][C:19]([C:20]#[N:21])=[CH:18][CH:17]=2)[CH2:15][NH:9][CH2:10][CH2:11]1. (2) The product is: [Br:36][C:37]1[CH:38]=[C:39]([NH:46][C:16](=[O:18])[CH2:15][CH2:14][C:13]([C:6]2[CH:7]=[CH:8][C:9]([O:10][CH2:11][CH3:12])=[C:4]([O:3][CH2:1][CH3:2])[CH:5]=2)=[O:21])[S:40][C:41]=1[CH2:42][CH2:43][CH2:44][CH3:45]. Given the reactants [CH2:1]([O:3][C:4]1[CH:5]=[C:6]([C:13]([O:21]C)(OC)[CH2:14][CH2:15][C:16]([O-:18])=O)[CH:7]=[CH:8][C:9]=1[O:10][CH2:11][CH3:12])[CH3:2].[K+].ClC1C=C(Cl)C=C(Cl)C=1C(Cl)=O.[Br:36][C:37]1[CH:38]=[C:39]([NH2:46])[S:40][C:41]=1[CH2:42][CH2:43][CH2:44][CH3:45].Cl, predict the reaction product. (3) Given the reactants [CH3:1][O:2][C:3]1[C:8]([O:9][CH3:10])=[CH:7][CH:6]=[CH:5][N:4]=1.C(Cl)Cl.[Br:14]Br, predict the reaction product. The product is: [Br:14][C:6]1[CH:7]=[C:8]([O:9][CH3:10])[C:3]([O:2][CH3:1])=[N:4][CH:5]=1. (4) Given the reactants C([N:14]1[CH2:17][C:16]([N:19]([C:31]2[CH:36]=[CH:35][N:34]=[C:33](Cl)[N:32]=2)[C:20]([C:22]2[CH:23]=[CH:24][C:25]3[O:29][CH2:28][CH2:27][C:26]=3[CH:30]=2)=[O:21])([CH3:18])[CH2:15]1)(C1C=CC=CC=1)C1C=CC=CC=1.C1C=CC(P(C2C(C3C(P(C4C=CC=CC=4)C4C=CC=CC=4)=CC=C4C=3C=CC=C4)=C3C(C=CC=C3)=CC=2)C2C=CC=CC=2)=CC=1.C([O-])([O-])=O.[Cs+].[Cs+].[CH3:90][CH:91]([NH2:98])[C:92]1C=CC=CC=1, predict the reaction product. The product is: [CH:91]([NH:98][C:33]1[N:32]=[C:31]([N:19]([C:16]2([CH3:18])[CH2:15][NH:14][CH2:17]2)[C:20]([C:22]2[CH:23]=[CH:24][C:25]3[O:29][CH2:28][CH2:27][C:26]=3[CH:30]=2)=[O:21])[CH:36]=[CH:35][N:34]=1)([CH3:92])[CH3:90].